From a dataset of Reaction yield outcomes from USPTO patents with 853,638 reactions. Predict the reaction yield, written as a fraction of the theoretical maximum amount of product (1.0 means a 100% yield; for example, 0.34 means a 34% yield). (1) The reactants are [C:1]([O:5][C:6]([N:8]1[CH2:13][CH:12]=[C:11]([C:14]2[CH:19]=[CH:18][C:17]([NH2:20])=[CH:16][CH:15]=2)[CH2:10][CH2:9]1)=[O:7])([CH3:4])([CH3:3])[CH3:2]. The catalyst is CO.[Pd]. The product is [C:1]([O:5][C:6]([N:8]1[CH2:13][CH2:12][CH:11]([C:14]2[CH:19]=[CH:18][C:17]([NH2:20])=[CH:16][CH:15]=2)[CH2:10][CH2:9]1)=[O:7])([CH3:4])([CH3:2])[CH3:3]. The yield is 1.00. (2) The reactants are [N:1]1[CH:6]=[CH:5][C:4]([C:7]2[N:11]=[C:10]([CH2:12][NH2:13])[O:9][N:8]=2)=[CH:3][CH:2]=1.C(N(CC)CC)C.[S:21]1[CH:25]=[CH:24][CH:23]=[C:22]1[C:26](Cl)=[O:27]. The catalyst is C(Cl)Cl. The product is [N:1]1[CH:2]=[CH:3][C:4]([C:7]2[N:11]=[C:10]([CH2:12][NH:13][C:26]([C:22]3[S:21][CH:25]=[CH:24][CH:23]=3)=[O:27])[O:9][N:8]=2)=[CH:5][CH:6]=1. The yield is 0.380. (3) The reactants are [CH3:1][C:2]1([CH3:12])[O:7][CH2:6][C:5]2=[CH:8][C:9]([NH2:11])=[N:10][N:4]2[CH2:3]1.Br[C:14]1[C:15](=[O:22])[N:16]([CH3:21])[CH:17]=[C:18]([Br:20])[CH:19]=1.CC1(C)C2C(=C(P(C3C=CC=CC=3)C3C=CC=CC=3)C=CC=2)OC2C(P(C3C=CC=CC=3)C3C=CC=CC=3)=CC=CC1=2.C(=O)([O-])[O-].[Cs+].[Cs+]. The catalyst is C1C=CC(/C=C/C(/C=C/C2C=CC=CC=2)=O)=CC=1.C1C=CC(/C=C/C(/C=C/C2C=CC=CC=2)=O)=CC=1.C1C=CC(/C=C/C(/C=C/C2C=CC=CC=2)=O)=CC=1.[Pd].[Pd].O1CCOCC1. The product is [Br:20][C:18]1[CH:19]=[C:14]([NH:11][C:9]2[CH:8]=[C:5]3[CH2:6][O:7][C:2]([CH3:12])([CH3:1])[CH2:3][N:4]3[N:10]=2)[C:15](=[O:22])[N:16]([CH3:21])[CH:17]=1. The yield is 0.600. (4) The reactants are [F:1][C:2]1[CH:3]=[C:4]([C:8]2[C:12]([CH2:13][N:14]3C(=O)C4C(=CC=CC=4)C3=O)=[C:11]([CH3:25])[O:10][N:9]=2)[CH:5]=[CH:6][CH:7]=1.O.NN. The catalyst is C1COCC1.C(O)C. The product is [F:1][C:2]1[CH:3]=[C:4]([C:8]2[C:12]([CH2:13][NH2:14])=[C:11]([CH3:25])[O:10][N:9]=2)[CH:5]=[CH:6][CH:7]=1. The yield is 0.770. (5) The reactants are [NH2:1][C:2]1[C:7]([C:8]2[CH:9]=[C:10]([CH:15]=[C:16]([OH:18])[CH:17]=2)[C:11]([O:13]C)=[O:12])=[C:6]([NH:19][C@H:20]([C:22]2[N:27]([C:28]3[CH:33]=[CH:32][CH:31]=[CH:30][CH:29]=3)[C:26](=[O:34])[C:25]3=[C:35]([CH3:38])[CH:36]=[CH:37][N:24]3[N:23]=2)[CH3:21])[N:5]=[CH:4][N:3]=1.[OH-].[Li+]. The catalyst is O1CCCC1.O. The product is [NH2:1][C:2]1[C:7]([C:8]2[CH:9]=[C:10]([CH:15]=[C:16]([OH:18])[CH:17]=2)[C:11]([OH:13])=[O:12])=[C:6]([NH:19][C@H:20]([C:22]2[N:27]([C:28]3[CH:33]=[CH:32][CH:31]=[CH:30][CH:29]=3)[C:26](=[O:34])[C:25]3=[C:35]([CH3:38])[CH:36]=[CH:37][N:24]3[N:23]=2)[CH3:21])[N:5]=[CH:4][N:3]=1. The yield is 0.720. (6) The reactants are [F:1][C:2]1[CH:7]=[CH:6][C:5]([C:8]2[S:9][CH:10]=[C:11]([C:13]([CH3:18])([CH3:17])C(O)=O)[N:12]=2)=[CH:4][CH:3]=1.[CH2:19]([N:21]([CH2:24]C)[CH2:22]C)C.Cl[C:27]([O:29][CH2:30][CH:31]([CH3:33])[CH3:32])=[O:28].[N-:34]=[N+]=[N-].[Na+].N12CCC(CC1)[C@H](O)C2. The catalyst is C1COCC1.O. The product is [F:1][C:2]1[CH:3]=[CH:4][C:5]([C:8]2[S:9][CH:10]=[C:11]([C:13]([NH:34][C:27](=[O:28])[O:29][C@H:30]3[CH:31]4[CH2:33][CH2:24][N:21]([CH2:22][CH2:32]4)[CH2:19]3)([CH3:17])[CH3:18])[N:12]=2)=[CH:6][CH:7]=1. The yield is 0.730. (7) The reactants are Cl.[CH3:2][NH:3][O:4][CH3:5].[Li]CCCC.[C:11]([C:17]1[CH:26]=[C:25]([O:27][CH3:28])[CH:24]=[CH:23][C:18]=1[C:19]([O:21]C)=O)#[C:12][CH2:13][CH2:14][CH2:15][CH3:16]. The product is [C:11]([C:17]1[CH:26]=[C:25]([O:27][CH3:28])[CH:24]=[CH:23][C:18]=1[C:19]([N:3]([CH3:2])[O:4][CH3:5])=[O:21])#[C:12][CH2:13][CH2:14][CH2:15][CH3:16]. The catalyst is C1COCC1. The yield is 0.680.